This data is from Reaction yield outcomes from USPTO patents with 853,638 reactions. The task is: Predict the reaction yield, written as a fraction of the theoretical maximum amount of product (1.0 means a 100% yield; for example, 0.34 means a 34% yield). The reactants are [C:1]([C:5]1[O:9][N:8]=[C:7]([NH:10][C:11]([NH:13][C:14]2[CH:19]=[CH:18][CH:17]=[C:16]([O:20][C:21]3[C:30]4[C:25](=[CH:26][C:27]([O:33][CH2:34][CH2:35]Cl)=[C:28]([O:31][CH3:32])[CH:29]=4)[N:24]=[CH:23][N:22]=3)[CH:15]=2)=[O:12])[CH:6]=1)([CH3:4])([CH3:3])[CH3:2].[CH3:37][N:38]1[CH2:43][CH2:42][NH:41][CH2:40][CH2:39]1.C(N(C(C)C)CC)(C)C. The catalyst is CN(C=O)C.[I-].C([N+](CCCC)(CCCC)CCCC)CCC. The product is [C:1]([C:5]1[O:9][N:8]=[C:7]([NH:10][C:11]([NH:13][C:14]2[CH:19]=[CH:18][CH:17]=[C:16]([O:20][C:21]3[C:30]4[C:25](=[CH:26][C:27]([O:33][CH2:34][CH2:35][N:41]5[CH2:42][CH2:43][N:38]([CH3:37])[CH2:39][CH2:40]5)=[C:28]([O:31][CH3:32])[CH:29]=4)[N:24]=[CH:23][N:22]=3)[CH:15]=2)=[O:12])[CH:6]=1)([CH3:4])([CH3:3])[CH3:2]. The yield is 0.0800.